Dataset: Forward reaction prediction with 1.9M reactions from USPTO patents (1976-2016). Task: Predict the product of the given reaction. (1) Given the reactants [N:1]1([C@@H:6]2[CH2:10][CH2:9][N:8]([C:11]3[CH:16]=[CH:15][C:14]([N:17]4[CH:26]=[CH:25][C:24]5[C:19](=[CH:20][CH:21]=[C:22]([OH:27])[CH:23]=5)[C:18]4=[O:28])=[CH:13][C:12]=3[F:29])[CH2:7]2)[CH2:5][CH2:4][CH2:3][CH2:2]1.Br[CH2:31][CH:32]1[CH2:37][CH2:36][O:35][CH2:34][CH2:33]1, predict the reaction product. The product is: [N:1]1([C@@H:6]2[CH2:10][CH2:9][N:8]([C:11]3[CH:16]=[CH:15][C:14]([N:17]4[CH:26]=[CH:25][C:24]5[C:19](=[CH:20][CH:21]=[C:22]([O:27][CH2:31][CH:32]6[CH2:37][CH2:36][O:35][CH2:34][CH2:33]6)[CH:23]=5)[C:18]4=[O:28])=[CH:13][C:12]=3[F:29])[CH2:7]2)[CH2:2][CH2:3][CH2:4][CH2:5]1. (2) The product is: [CH3:47][CH:45]([N:42]([CH3:43])[S:58]([C:52]1[CH:53]=[CH:54][C:55]([O:56][CH3:57])=[C:50]([O:49][CH3:48])[CH:51]=1)(=[O:60])=[O:59])[CH:46]([N:5]([CH3:3])[S:6]([C:9]1[CH:14]=[CH:13][C:12]([O:15][CH3:16])=[C:11]([O:17][CH3:18])[CH:10]=1)(=[O:8])=[O:7])[CH3:33]. Given the reactants C[CH:3]([NH:5][S:6]([C:9]1[CH:14]=[CH:13][C:12]([O:15][CH3:16])=[C:11]([O:17][CH3:18])[CH:10]=1)(=[O:7])=[O:8])[CH:3]([NH:5][S:6]([C:9]1[CH:14]=[CH:13][C:12]([O:15][CH3:16])=[C:11]([O:17][CH3:18])[CH:10]=1)(=[O:8])=[O:7])C.[CH3:33]C(N)C(N)C.C([N:42]([CH:45]([CH3:47])[CH3:46])[CH2:43]C)(C)C.[CH3:48][O:49][C:50]1[CH:51]=[C:52]([S:58](Cl)(=[O:60])=[O:59])[CH:53]=[CH:54][C:55]=1[O:56][CH3:57], predict the reaction product. (3) Given the reactants [NH2:1][C:2]1[CH:7]=[CH:6][C:5]([C:8]([C:10]2[CH:19]=[CH:18][CH:17]=[CH:16][C:11]=2[C:12]([O:14][CH3:15])=[O:13])=[O:9])=[CH:4][C:3]=1[N+:20]([O-])=O.O.O.[Sn](Cl)Cl, predict the reaction product. The product is: [NH2:20][C:3]1[CH:4]=[C:5]([C:8]([C:10]2[CH:19]=[CH:18][CH:17]=[CH:16][C:11]=2[C:12]([O:14][CH3:15])=[O:13])=[O:9])[CH:6]=[CH:7][C:2]=1[NH2:1]. (4) Given the reactants [CH3:1][O:2][C:3]1[CH:8]=[CH:7][CH:6]=[C:5]([C:9]([F:12])([F:11])[F:10])[C:4]=1[OH:13].C1N2CN3CN(C2)CN1C3.[C:24](O)(C(F)(F)F)=[O:25], predict the reaction product. The product is: [OH:13][C:4]1[C:5]([C:9]([F:11])([F:10])[F:12])=[CH:6][C:7]([CH:24]=[O:25])=[CH:8][C:3]=1[O:2][CH3:1]. (5) Given the reactants Br[C:2]1[C:7]2[S:8][C:9]([C:11]3[C:18]([Cl:19])=[CH:17][C:14]([C:15]#[N:16])=[CH:13][C:12]=3[Cl:20])=[N:10][C:6]=2[CH:5]=[CH:4][N:3]=1.[CH2:21]([C:23]1[N:28]=[CH:27][N:26]=[C:25]([NH2:29])[CH:24]=1)[CH3:22].CC1(C)C2C(=C(P(C3C=CC=CC=3)C3C=CC=CC=3)C=CC=2)OC2C(P(C3C=CC=CC=3)C3C=CC=CC=3)=CC=CC1=2.C(=O)([O-])[O-].[Cs+].[Cs+], predict the reaction product. The product is: [Cl:20][C:12]1[CH:13]=[C:14]([CH:17]=[C:18]([Cl:19])[C:11]=1[C:9]1[S:8][C:7]2[C:2]([NH:29][C:25]3[CH:24]=[C:23]([CH2:21][CH3:22])[N:28]=[CH:27][N:26]=3)=[N:3][CH:4]=[CH:5][C:6]=2[N:10]=1)[C:15]#[N:16].